Dataset: Full USPTO retrosynthesis dataset with 1.9M reactions from patents (1976-2016). Task: Predict the reactants needed to synthesize the given product. Given the product [C:24]([O:13][CH2:12][CH2:11][C:1]1[C:10]2[C:5](=[CH:6][CH:7]=[CH:8][CH:9]=2)[CH:4]=[CH:3][CH:2]=1)(=[O:28])[C:25]([CH3:27])=[CH2:26], predict the reactants needed to synthesize it. The reactants are: [C:1]1([CH2:11][CH2:12][OH:13])[C:10]2[C:5](=[CH:6][CH:7]=[CH:8][CH:9]=2)[CH:4]=[CH:3][CH:2]=1.C(N(CC)CC)C.ClCCl.[C:24](Cl)(=[O:28])[C:25]([CH3:27])=[CH2:26].